This data is from Catalyst prediction with 721,799 reactions and 888 catalyst types from USPTO. The task is: Predict which catalyst facilitates the given reaction. Reactant: [NH2:1][C:2]1[N:10]=[CH:9][N:8]=[C:7]2[C:3]=1[N:4]=[CH:5][N:6]2[C@H:11]1[C@@H:15]2[O:16]C(C)(C)[O:18][C@@H:14]2[C@@H:13]([CH2:21][N:22]([CH3:43])[CH2:23][CH2:24][C@@H:25]([NH:29][C:30]([NH:32][C:33]2[CH:38]=[CH:37][C:36]([C:39]([CH3:42])([CH3:41])[CH3:40])=[CH:35][CH:34]=2)=[O:31])[CH:26]([CH3:28])[CH3:27])[O:12]1. Product: [NH2:1][C:2]1[N:10]=[CH:9][N:8]=[C:7]2[C:3]=1[N:4]=[CH:5][N:6]2[C@@H:11]1[O:12][C@H:13]([CH2:21][N:22]([CH3:43])[CH2:23][CH2:24][C@@H:25]([NH:29][C:30]([NH:32][C:33]2[CH:38]=[CH:37][C:36]([C:39]([CH3:41])([CH3:40])[CH3:42])=[CH:35][CH:34]=2)=[O:31])[CH:26]([CH3:27])[CH3:28])[C@@H:14]([OH:18])[C@H:15]1[OH:16]. The catalyst class is: 209.